This data is from Full USPTO retrosynthesis dataset with 1.9M reactions from patents (1976-2016). The task is: Predict the reactants needed to synthesize the given product. The reactants are: [F:1][C:2]1[CH:7]=[C:6]([O:8][CH2:9][C:10]2[CH:15]=[CH:14][C:13]([CH:16]([S:20]([C:23]3[S:24][CH:25]=[C:26]([C:28]4[CH:33]=[CH:32][CH:31]=[CH:30][CH:29]=4)[N:27]=3)(=[O:22])=[O:21])[CH2:17][CH2:18][CH3:19])=[CH:12][CH:11]=2)[CH:5]=[CH:4][C:3]=1[CH2:34][CH2:35][C:36]([O:38]CC)=[O:37].[OH-].[Na+].O.C(O)(=O)CC(CC(O)=O)(C(O)=O)O. Given the product [F:1][C:2]1[CH:7]=[C:6]([O:8][CH2:9][C:10]2[CH:11]=[CH:12][C:13]([CH:16]([S:20]([C:23]3[S:24][CH:25]=[C:26]([C:28]4[CH:29]=[CH:30][CH:31]=[CH:32][CH:33]=4)[N:27]=3)(=[O:22])=[O:21])[CH2:17][CH2:18][CH3:19])=[CH:14][CH:15]=2)[CH:5]=[CH:4][C:3]=1[CH2:34][CH2:35][C:36]([OH:38])=[O:37], predict the reactants needed to synthesize it.